From a dataset of Full USPTO retrosynthesis dataset with 1.9M reactions from patents (1976-2016). Predict the reactants needed to synthesize the given product. (1) Given the product [NH2:20][C:19]1[N:21]=[C:22]2[C:15]([N:14]=[CH:13][N:12]2[C@@H:3]2[O:11][C@H:8]([CH2:9][OH:10])[C@@H:6]([OH:7])[C@H:4]2[OH:5])=[C:16]([NH2:1])[N:18]=1, predict the reactants needed to synthesize it. The reactants are: [NH3:1].O.[C@@H:3]1([N:12]2[C:22]3[N:21]=[C:19]([NH2:20])[NH:18][C:16](=O)[C:15]=3[N:14]=[CH:13]2)[O:11][C@H:8]([CH2:9][OH:10])[C@@H:6]([OH:7])[C@H:4]1[OH:5].Cl[Si](C)(C)C. (2) Given the product [CH2:35]([O:34][C:28]1[CH:29]=[CH:30][C:31]([Cl:33])=[CH:32][C:27]=1[C:22]1[C:21]([C:8]2[CH:9]=[C:10]([NH:12][S:13]([CH3:16])(=[O:15])=[O:14])[CH:11]=[C:6]([C:4]([OH:5])=[O:3])[CH:7]=2)=[CH:26][CH:25]=[CH:24][CH:23]=1)[C:36]1[CH:37]=[CH:38][CH:39]=[CH:40][CH:41]=1, predict the reactants needed to synthesize it. The reactants are: C([O:3][C:4]([C:6]1[CH:7]=[C:8]([C:21]2[C:22]([C:27]3[CH:32]=[C:31]([Cl:33])[CH:30]=[CH:29][C:28]=3[O:34][CH2:35][C:36]3[CH:41]=[CH:40][CH:39]=[CH:38][CH:37]=3)=[CH:23][CH:24]=[CH:25][CH:26]=2)[CH:9]=[C:10]([N:12](S(C)(=O)=O)[S:13]([CH3:16])(=[O:15])=[O:14])[CH:11]=1)=[O:5])C.[OH-].[Na+].Cl. (3) Given the product [Br:1][C:2]1[CH:3]=[C:4]([S:8]([NH:11][C:17](=[O:18])[NH:16][CH2:14][CH3:15])(=[O:9])=[O:10])[CH:5]=[CH:6][CH:7]=1, predict the reactants needed to synthesize it. The reactants are: [Br:1][C:2]1[CH:3]=[C:4]([S:8]([NH2:11])(=[O:10])=[O:9])[CH:5]=[CH:6][CH:7]=1.[OH-].[K+].[CH2:14]([N:16]=[C:17]=[O:18])[CH3:15]. (4) Given the product [N+:1]([C:4]1[C:9]([C:10]([F:11])([F:12])[F:13])=[CH:8][CH:7]=[CH:6][C:5]=1[NH2:14])([O-:3])=[O:2], predict the reactants needed to synthesize it. The reactants are: [N+:1]([C:4]1[C:9]([C:10]([F:13])([F:12])[F:11])=[CH:8][CH:7]=[CH:6][C:5]=1[NH:14]C(=O)C)([O-:3])=[O:2].[OH-].[Na+]. (5) Given the product [CH2:20]([CH:9]1[CH2:10][C:11]2[C:16](=[CH:15][CH:14]=[CH:13][CH:12]=2)[N:7]([C:4]2[CH:3]=[CH:2][C:1]([CH3:18])=[CH:6][CH:5]=2)[C:8]1=[O:17])[CH3:21], predict the reactants needed to synthesize it. The reactants are: [C:1]1([CH3:18])[CH:6]=[CH:5][C:4]([N:7]2[C:16]3[C:11](=[CH:12][CH:13]=[CH:14][CH:15]=3)[CH2:10][CH2:9][C:8]2=[O:17])=[CH:3][CH:2]=1.I[CH2:20][CH3:21]. (6) Given the product [Cl:1][C:2]1[CH:7]=[CH:6][CH:5]=[CH:4][C:3]=1[C@H:8]([O:10][C:11]1[CH:15]=[C:14]([N:16]2[C:20]3[CH:21]=[CH:22][C:23]([C:25]4[CH:30]=[CH:29][N:28]=[C:27]([N:35]5[CH2:40][CH2:39][NH:38][CH2:37][CH2:36]5)[CH:26]=4)=[CH:24][C:19]=3[N:18]=[CH:17]2)[S:13][C:12]=1[C:32]([NH2:34])=[O:33])[CH3:9], predict the reactants needed to synthesize it. The reactants are: [Cl:1][C:2]1[CH:7]=[CH:6][CH:5]=[CH:4][C:3]=1[C@H:8]([O:10][C:11]1[CH:15]=[C:14]([N:16]2[C:20]3[CH:21]=[CH:22][C:23]([C:25]4[CH:30]=[CH:29][N:28]=[C:27](F)[CH:26]=4)=[CH:24][C:19]=3[N:18]=[CH:17]2)[S:13][C:12]=1[C:32]([NH2:34])=[O:33])[CH3:9].[NH:35]1[CH2:40][CH2:39][NH:38][CH2:37][CH2:36]1. (7) Given the product [CH:12]1([CH:7]([NH:19][C:18]2[CH:20]=[C:21]([CH2:24][S:25]([CH2:28][CH2:29][C:30]3[C:31]([O:40][CH3:41])=[CH:32][C:33]([O:38][CH3:39])=[CH:34][C:35]=3[O:36][CH3:37])(=[O:27])=[O:26])[CH:22]=[CH:23][C:17]=2[O:16][CH3:15])[C:8]([OH:10])=[O:9])[CH2:14][CH2:13]1, predict the reactants needed to synthesize it. The reactants are: C([O-])(=O)C.[Na+].Br[CH:7]([CH:12]1[CH2:14][CH2:13]1)[C:8]([O:10]C)=[O:9].[CH3:15][O:16][C:17]1[CH:23]=[CH:22][C:21]([CH2:24][S:25]([CH2:28][CH2:29][C:30]2[C:35]([O:36][CH3:37])=[CH:34][C:33]([O:38][CH3:39])=[CH:32][C:31]=2[O:40][CH3:41])(=[O:27])=[O:26])=[CH:20][C:18]=1[NH2:19].C(Cl)(Cl)Cl.CO. (8) Given the product [Cl:1][C:2]1[CH:39]=[CH:38][C:5]2[NH:6][C:7]([C@@H:9]([NH:11][C:12](=[O:37])[C:13]3[CH:18]=[CH:17][C:16]([C:19]([N:21]4[CH2:25][CH2:24][CH2:23][C@H:22]4[CH2:26][CH2:27][NH2:28])=[O:20])=[C:15]([Cl:36])[CH:14]=3)[CH3:10])=[N:8][C:4]=2[CH:3]=1, predict the reactants needed to synthesize it. The reactants are: [Cl:1][C:2]1[CH:39]=[CH:38][C:5]2[NH:6][C:7]([C@@H:9]([NH:11][C:12](=[O:37])[C:13]3[CH:18]=[CH:17][C:16]([C:19]([N:21]4[CH2:25][CH2:24][CH2:23][C@H:22]4[CH2:26][CH2:27][NH:28]C(OC(C)(C)C)=O)=[O:20])=[C:15]([Cl:36])[CH:14]=3)[CH3:10])=[N:8][C:4]=2[CH:3]=1.FC(F)(F)C(O)=O.ClCCl.CO.N.ClCl. (9) Given the product [OH:14][C:11]1[CH:10]=[CH:9][C:8]([CH2:7][C@H:5]([NH:6][C:24](=[O:32])[CH2:25][CH2:26][CH2:27][CH2:28][CH2:29][CH2:30][CH3:31])[C:4]([O:3][CH3:2])=[O:15])=[CH:13][CH:12]=1, predict the reactants needed to synthesize it. The reactants are: Cl.[CH3:2][O:3][C:4](=[O:15])[C@H:5]([CH2:7][C:8]1[CH:13]=[CH:12][C:11]([OH:14])=[CH:10][CH:9]=1)[NH2:6].C(N(CC)CC)C.Cl.[C:24](Cl)(=[O:32])[CH2:25][CH2:26][CH2:27][CH2:28][CH2:29][CH2:30][CH3:31]. (10) Given the product [CH3:44][C:36]1([CH3:43])[CH2:35][CH:34]([N:22]([CH:23]2[CH2:24][C:25]([CH3:32])([CH3:33])[N:26]([OH:31])[C:27]([CH3:29])([CH3:30])[CH2:28]2)[C:20]2[N:19]=[C:18]([N:45]([CH:46]3[CH2:51][C:50]([CH3:52])([CH3:53])[N:49]([OH:54])[C:48]([CH3:55])([CH3:56])[CH2:47]3)[CH:57]3[CH2:62][C:61]([CH3:64])([CH3:63])[N:60]([OH:65])[C:59]([CH3:66])([CH3:67])[CH2:58]3)[N:17]=[C:16]([O:11][CH:4]3[CH2:3][C:2]([CH3:12])([CH3:1])[N:7]([OH:68])[C:6]([CH3:10])([CH3:9])[CH2:5]3)[N:21]=2)[CH2:39][C:38]([CH3:41])([CH3:40])[N:37]1[OH:42], predict the reactants needed to synthesize it. The reactants are: [CH3:1][C:2]1([CH3:12])[N:7]([O])[C:6]([CH3:10])([CH3:9])[CH2:5][CH:4]([OH:11])[CH2:3]1.[H-].[Na+].Cl[C:16]1[N:21]=[C:20]([N:22]([CH:34]2[CH2:39][C:38]([CH3:41])([CH3:40])[N:37]([OH:42])[C:36]([CH3:44])([CH3:43])[CH2:35]2)[CH:23]2[CH2:28][C:27]([CH3:30])([CH3:29])[N:26]([OH:31])[C:25]([CH3:33])([CH3:32])[CH2:24]2)[N:19]=[C:18]([N:45]([CH:57]2[CH2:62][C:61]([CH3:64])([CH3:63])[N:60]([OH:65])[C:59]([CH3:67])([CH3:66])[CH2:58]2)[CH:46]2[CH2:51][C:50]([CH3:53])([CH3:52])[N:49]([OH:54])[C:48]([CH3:56])([CH3:55])[CH2:47]2)[N:17]=1.[O:68]1CCCC1.